Regression. Given a target protein amino acid sequence and a drug SMILES string, predict the binding affinity score between them. We predict pAffinity (pAffinity = -log10(affinity in M)). Dataset: bindingdb_patent. From a dataset of Drug-target binding data from BindingDB patent sources. (1) The drug is Fc1ccc(Cn2c3CCNC(=O)c3c(c2-c2ccncc2)-c2cncc3ccccc23)c(c1)C#N. The target protein (Q9Y572) has sequence MSCVKLWPSGAPAPLVSIEELENQELVGKGGFGTVFRAQHRKWGYDVAVKIVNSKAISREVKAMASLDNEFVLRLEGVIEKVNWDQDPKPALVTKFMENGSLSGLLQSQCPRPWPLLCRLLKEVVLGMFYLHDQNPVLLHRDLKPSNVLLDPELHVKLADFGLSTFQGGSQSGTGSGEPGGTLGYLAPELFVNVNRKASTASDVYSFGILMWAVLAGREVELPTEPSLVYEAVCNRQNRPSLAELPQAGPETPGLEGLKELMQLCWSSEPKDRPSFQECLPKTDEVFQMVENNMNAAVSTVKDFLSQLRSSNRRFSIPESGQGGTEMDGFRRTIENQHSRNDVMVSEWLNKLNLEEPPSSVPKKCPSLTKRSRAQEEQVPQAWTAGTSSDSMAQPPQTPETSTFRNQMPSPTSTGTPSPGPRGNQGAERQGMNWSCRTPEPNPVTGRPLVNIYNCSGVQVGDNNYLTMQQTTALPTWGLAPSGKGRGLQHPPPVGSQEGP.... The pAffinity is 5.1. (2) The small molecule is CCNc1nc(Nc2cc(nn2C2CC2)C(C)(C)S(C)(=O)=O)ncc1Br. The target protein (Q5S007) has sequence MASGSCQGCEEDEETLKKLIVRLNNVQEGKQIETLVQILEDLLVFTYSERASKLFQGKNIHVPLLIVLDSYMRVASVQQVGWSLLCKLIEVCPGTMQSLMGPQDVGNDWEVLGVHQLILKMLTVHNASVNLSVIGLKTLDLLLTSGKITLLILDEESDIFMLIFDAMHSFPANDEVQKLGCKALHVLFERVSEEQLTEFVENKDYMILLSALTNFKDEEEIVLHVLHCLHSLAIPCNNVEVLMSGNVRCYNIVVEAMKAFPMSERIQEVSCCLLHRLTLGNFFNILVLNEVHEFVVKAVQQYPENAALQISALSCLALLTETIFLNQDLEEKNENQENDDEGEEDKLFWLEACYKALTWHRKNKHVQEAACWALNNLLMYQNSLHEKIGDEDGHFPAHREVMLSMLMHSSSKEVFQASANALSTLLEQNVNFRKILLSKGIHLNVLELMQKHIHSPEVAESGCKMLNHLFEGSNTSLDIMAAVVPKILTVMKRHETSLPV.... The pAffinity is 7.5. (3) The drug is COc1cc(Nc2ncc(Br)c(Oc3ccccc3NC(=O)C(C)(C)C)n2)cc(OC)c1OC. The target protein (O75385) has sequence MEPGRGGTETVGKFEFSRKDLIGHGAFAVVFKGRHREKHDLEVAVKCINKKNLAKSQTLLGKEIKILKELKHENIVALYDFQEMANSVYLVMEYCNGGDLADYLHAMRTLSEDTIRLFLQQIAGAMRLLHSKGIIHRDLKPQNILLSNPAGRRANPNSIRVKIADFGFARYLQSNMMAATLCGSPMYMAPEVIMSQHYDGKADLWSIGTIVYQCLTGKAPFQASSPQDLRLFYEKNKTLVPTIPRETSAPLRQLLLALLQRNHKDRMDFDEFFHHPFLDASPSVRKSPPVPVPSYPSSGSGSSSSSSSTSHLASPPSLGEMQQLQKTLASPADTAGFLHSSRDSGGSKDSSCDTDDFVMVPAQFPGDLVAEAPSAKPPPDSLMCSGSSLVASAGLESHGRTPSPSPPCSSSPSPSGRAGPFSSSRCGASVPIPVPTQVQNYQRIERNLQSPTQFQTPRSSAIRRSGSTSPLGFARASPSPPAHAEHGGVLARKMSLGGGR.... The pAffinity is 5.7.